Dataset: Catalyst prediction with 721,799 reactions and 888 catalyst types from USPTO. Task: Predict which catalyst facilitates the given reaction. (1) Reactant: [N:1]1[CH:6]=[CH:5][CH:4]=[C:3]([C:7]2[O:11][C:10]([NH2:12])=[N:9][N:8]=2)[CH:2]=1.N1C=CC=CC=1.Cl[C:20]([O:22][CH2:23][C:24]([Cl:27])([Cl:26])[Cl:25])=[O:21].O. Product: [N:1]1[CH:6]=[CH:5][CH:4]=[C:3]([C:7]2[O:11][C:10]([NH:12][C:20](=[O:21])[O:22][CH2:23][C:24]([Cl:27])([Cl:26])[Cl:25])=[N:9][N:8]=2)[CH:2]=1. The catalyst class is: 7. (2) Reactant: [Cl:1][C:2]1[CH:3]=[CH:4][C:5]([NH:8][C:9]([C:11]2[CH:16]=[CH:15][CH:14]=[CH:13][C:12]=2[NH:17][CH:18]=[O:19])=[O:10])=[N:6][CH:7]=1.[CH3:20][N:21]1[CH2:25][CH2:24][N:23]=[C:22]1SC.CC[N:30]([CH2:33][CH3:34])CC. Product: [Cl:1][C:2]1[CH:3]=[CH:4][C:5]([NH:8][C:9]([C:11]2[CH:16]=[CH:15][CH:14]=[CH:13][C:12]=2[NH:17][C:18]([C:3]2[CH:4]=[CH:5][C:34]([CH2:33][NH:30][C:22]3[N:21]([CH3:20])[CH2:25][CH2:24][N:23]=3)=[CH:7][CH:2]=2)=[O:19])=[O:10])=[N:6][CH:7]=1. The catalyst class is: 17. (3) Reactant: [NH2:1][C:2]1[C:11]([Cl:12])=[CH:10][CH:9]=[CH:8][C:3]=1[C:4](OC)=[O:5].[H-].[H-].[H-].[H-].[Li+].[Al+3]. Product: [NH2:1][C:2]1[C:11]([Cl:12])=[CH:10][CH:9]=[CH:8][C:3]=1[CH2:4][OH:5]. The catalyst class is: 1. (4) Product: [Cl:1][C:2]1[C:3]([C:32]2[S:31][C:30]([C:26]3([O:25][CH2:24][O:23][CH3:22])[CH2:27][CH2:28][CH2:29]3)=[N:34][CH:33]=2)=[C:4]2[CH:10]=[CH:9][N:8]([S:11]([C:14]3[CH:20]=[CH:19][C:17]([CH3:18])=[CH:16][CH:15]=3)(=[O:13])=[O:12])[C:5]2=[N:6][CH:7]=1. Reactant: [Cl:1][C:2]1[C:3](I)=[C:4]2[CH:10]=[CH:9][N:8]([S:11]([C:14]3[CH:20]=[CH:19][C:17]([CH3:18])=[CH:16][CH:15]=3)(=[O:13])=[O:12])[C:5]2=[N:6][CH:7]=1.[CH3:22][O:23][CH2:24][O:25][C:26]1([C:30]2[S:31][C:32]([Sn](CCCC)(CCCC)CCCC)=[CH:33][N:34]=2)[CH2:29][CH2:28][CH2:27]1. The catalyst class is: 558. (5) Reactant: [CH3:1][C:2]1[CH:3]=[N:4][C:5]([CH2:11][S+:12]([O-:24])[C:13]2[NH:14][C:15]3[CH:16]=[CH:17][C:18]([O:22][CH3:23])=[CH:19][C:20]=3[N:21]=2)=[C:6]([CH3:10])[C:7]=1[O:8][CH3:9].[NH:25]1[CH2:29][CH2:28][CH2:27][CH2:26]1. Product: [CH3:1][C:2]1[CH:3]=[N:4][C:5]([CH2:11][S+:12]([O-:24])[C:13]2[NH:14][C:15]3[CH:16]=[CH:17][C:18]([O:22][CH3:23])=[CH:19][C:20]=3[N:21]=2)=[C:6]([CH3:10])[C:7]=1[O:8][CH3:9].[NH:25]1[CH2:29][CH2:28][CH2:27][CH2:26]1. The catalyst class is: 21. (6) Reactant: [CH2:1]([O:5][CH2:6][CH2:7][O:8][C:9]1[CH:14]=[CH:13][C:12]([C:15]2[CH:16]=[CH:17][C:18]3[N:24]([CH2:25][CH:26]([CH3:28])[CH3:27])[CH2:23][CH2:22][C:21]([C:29]([NH:31][C:32]4[CH:37]=[CH:36][C:35]([S:38][CH2:39][C:40]5[N:44]([CH2:45][CH3:46])[N:43]=[N:42][N:41]=5)=[CH:34][CH:33]=4)=[O:30])=[CH:20][C:19]=3[CH:47]=2)=[CH:11][CH:10]=1)[CH2:2][CH2:3][CH3:4].ClC1C=CC=C(C(OO)=[O:56])C=1.S([O-])([O-])(=O)=S.[Na+].[Na+]. Product: [CH2:1]([O:5][CH2:6][CH2:7][O:8][C:9]1[CH:10]=[CH:11][C:12]([C:15]2[CH:16]=[CH:17][C:18]3[N:24]([CH2:25][CH:26]([CH3:27])[CH3:28])[CH2:23][CH2:22][C:21]([C:29]([NH:31][C:32]4[CH:33]=[CH:34][C:35]([S:38]([CH2:39][C:40]5[N:44]([CH2:45][CH3:46])[N:43]=[N:42][N:41]=5)=[O:56])=[CH:36][CH:37]=4)=[O:30])=[CH:20][C:19]=3[CH:47]=2)=[CH:13][CH:14]=1)[CH2:2][CH2:3][CH3:4]. The catalyst class is: 2. (7) Product: [N:40]1[CH:35]=[CH:36][CH:37]=[C:38]([S:41]([N:11]2[C:7]([C:1]3[CH:2]=[CH:3][CH:4]=[CH:5][CH:6]=3)=[CH:8][C:9]([C:12]([O:14][CH2:15][CH3:16])=[O:13])=[CH:10]2)(=[O:43])=[O:42])[N:39]=1. Reactant: [C:1]1([C:7]2[NH:11][CH:10]=[C:9]([C:12]([O:14][CH2:15][CH3:16])=[O:13])[CH:8]=2)[CH:6]=[CH:5][CH:4]=[CH:3][CH:2]=1.[H-].[Na+].C1OCCOCCOCCOCCOC1.Cl[C:35]1[N:40]=[N:39][C:38]([S:41](F)(=[O:43])=[O:42])=[CH:37][CH:36]=1.NN.C(=O)([O-])O.[Na+]. The catalyst class is: 7. (8) Reactant: [F:1][C:2]([F:29])([F:28])[C:3]1[CH:27]=[CH:26][C:6]2[N:7]=[C:8]([N:10]3[CH2:15][CH2:14][N:13]([C:16]4[C:21]([C:22]([F:25])([F:24])[F:23])=[CH:20][CH:19]=[CH:18][N:17]=4)[CH2:12][CH2:11]3)[NH:9][C:5]=2[CH:4]=1.[H-].[Na+].[CH2:32](Br)[C:33]1[CH:38]=[CH:37][CH:36]=[CH:35][CH:34]=1. Product: [CH2:32]([N:7]1[C:6]2[CH:26]=[CH:27][C:3]([C:2]([F:1])([F:28])[F:29])=[CH:4][C:5]=2[N:9]=[C:8]1[N:10]1[CH2:15][CH2:14][N:13]([C:16]2[C:21]([C:22]([F:23])([F:24])[F:25])=[CH:20][CH:19]=[CH:18][N:17]=2)[CH2:12][CH2:11]1)[C:33]1[CH:38]=[CH:37][CH:36]=[CH:35][CH:34]=1. The catalyst class is: 3. (9) The catalyst class is: 10. Product: [OH:19][CH2:18][CH2:17][N:13]1[CH2:14][CH2:15][N:10]([C:7]2[CH:6]=[CH:5][C:4]([N+:1]([O-:3])=[O:2])=[CH:9][CH:8]=2)[CH2:11][CH2:12]1. Reactant: [N+:1]([C:4]1[CH:9]=[CH:8][C:7]([N:10]2[CH2:15][CH2:14][NH:13][CH2:12][CH2:11]2)=[CH:6][CH:5]=1)([O-:3])=[O:2].Br[CH2:17][CH2:18][OH:19].CCN(C(C)C)C(C)C.